This data is from Full USPTO retrosynthesis dataset with 1.9M reactions from patents (1976-2016). The task is: Predict the reactants needed to synthesize the given product. (1) Given the product [Br:1][C:2]1[CH:3]=[C:4](/[C:8](/[F:9])=[CH:26]/[C:28]2[CH:37]=[CH:36][C:31]([C:32]([O:34][CH3:35])=[O:33])=[CH:30][CH:29]=2)[CH:5]=[CH:6][CH:7]=1, predict the reactants needed to synthesize it. The reactants are: [Br:1][C:2]1[CH:3]=[C:4]([CH:8](P(=O)(OCC)OCC)[F:9])[CH:5]=[CH:6][CH:7]=1.[Li+].CC([N-]C(C)C)C.[CH:26]([C:28]1[CH:37]=[CH:36][C:31]([C:32]([O:34][CH3:35])=[O:33])=[CH:30][CH:29]=1)=O.O. (2) Given the product [CH:32]1[C:31]2[NH:30][C:25]3[CH:26]=[CH:27][CH:28]=[CH:29][C:24]=3[C:23](=[O:38])[CH2:37][C:36]=2[CH:35]=[CH:34][N:33]=1, predict the reactants needed to synthesize it. The reactants are: C(NC(C)C)(C)C.CN(C)CCN(C)C.C([Li])CCC.CN(C)[C:23](=[O:38])[C:24]1[CH:29]=[CH:28][CH:27]=[CH:26][C:25]=1[NH:30][C:31]1[CH:32]=[N:33][CH:34]=[CH:35][C:36]=1[CH3:37]. (3) Given the product [CH3:1][N:2]([CH2:15][C:16]#[CH:17])[C:3]([C:5]1[CH:10]=[CH:9][C:8]([S:11]([O:39][CH2:36][CH2:37][C:20]2[CH:19]=[CH:18][C:27]3[C:22](=[CH:23][CH:24]=[CH:25][CH:26]=3)[CH:21]=2)(=[O:13])=[O:12])=[CH:7][CH:6]=1)=[O:4], predict the reactants needed to synthesize it. The reactants are: [CH3:1][N:2]([CH2:15][C:16]#[CH:17])[C:3]([C:5]1[CH:10]=[CH:9][C:8]([S:11](Cl)(=[O:13])=[O:12])=[CH:7][CH:6]=1)=[O:4].[C:18]1(C(O)C)[C:27]2[C:22](=[CH:23][CH:24]=[CH:25][CH:26]=2)[CH:21]=[CH:20][CH:19]=1.C(N([CH2:36][CH3:37])CC)C.C[OH:39]. (4) Given the product [NH2:52][S:49]([N:46]1[CH2:47][CH2:48][C@H:44]([S:43][C:18]2[C@H:24]([CH3:25])[C@H:23]3[N:20]([C:21](=[O:29])[C@@H:22]3[C@H:26]([OH:28])[CH3:27])[C:19]=2[C:30]([O:32][CH2:33][C:34]2[CH:39]=[CH:38][C:37]([N+:40]([O-:42])=[O:41])=[CH:36][CH:35]=2)=[O:31])[CH2:45]1)(=[O:51])=[O:50], predict the reactants needed to synthesize it. The reactants are: O(P(O[C:18]1[C@H:24]([CH3:25])[C@@H:23]2[N:20]([C:21](=[O:29])[C@@H:22]2[C@H:26]([OH:28])[CH3:27])[C:19]=1[C:30]([O:32][CH2:33][C:34]1[CH:39]=[CH:38][C:37]([N+:40]([O-:42])=[O:41])=[CH:36][CH:35]=1)=[O:31])(OC1C=CC=CC=1)=O)C1C=CC=CC=1.[SH:43][C@H:44]1[CH2:48][CH2:47][N:46]([S:49]([NH2:52])(=[O:51])=[O:50])[CH2:45]1. (5) Given the product [CH:1](=[N:10][OH:11])[C:2]1[CH:7]=[CH:6][CH:5]=[CH:4][CH:3]=1, predict the reactants needed to synthesize it. The reactants are: [CH:1](=O)[C:2]1[CH:7]=[CH:6][CH:5]=[CH:4][CH:3]=1.Cl.[NH2:10][OH:11].C([O-])([O-])=O.[Na+].[Na+].